This data is from Retrosynthesis with 50K atom-mapped reactions and 10 reaction types from USPTO. The task is: Predict the reactants needed to synthesize the given product. (1) The reactants are: C#CCCCO.CC(C)(C)OC(=O)N1CCCc2cc(OS(=O)(=O)C(F)(F)F)ccc21. Given the product CC(C)(C)OC(=O)N1CCCc2cc(C#CCCCO)ccc21, predict the reactants needed to synthesize it. (2) Given the product CN1CCC(Oc2ccccc2N2CCN(C(=O)OC(C)(C)C)CC2)C1, predict the reactants needed to synthesize it. The reactants are: CC(C)(C)OC(=O)N1CCN(c2ccccc2O)CC1.CN1CCC(O)C1. (3) Given the product COc1cc(-c2ccc3nc(NC(=O)c4cccnc4)nn3c2)ccc1O, predict the reactants needed to synthesize it. The reactants are: COc1cc(B2OC(C)(C)C(C)(C)O2)ccc1O.O=C(Nc1nc2ccc(Br)cn2n1)c1cccnc1. (4) Given the product Fc1ccc(C(CCNC2CC2)c2ccc(F)cc2)cc1, predict the reactants needed to synthesize it. The reactants are: NC1CC1.O=CCC(c1ccc(F)cc1)c1ccc(F)cc1. (5) Given the product C=Cc1cc(-c2csc3[nH]c(=O)c(C#N)c(O)c23)sc1C#CCOC, predict the reactants needed to synthesize it. The reactants are: CN(C)C=O.COCC#Cc1sc(-c2csc3[nH]c(=O)c(C#N)c(O)c23)cc1Br. (6) Given the product Cc1ncc(-c2nc(Nc3cc(F)c(CN4[C@@H](C)COC[C@@H]4C)cc3F)ncc2F)n1C1CCOCC1, predict the reactants needed to synthesize it. The reactants are: C[C@H]1COC[C@H](C)N1Cc1cc(F)c(Cl)cc1F.Cc1ncc(-c2nc(N)ncc2F)n1C1CCOCC1. (7) Given the product CCOc1cc(C(=O)O)nc2c(C3CC3)cccc12, predict the reactants needed to synthesize it. The reactants are: CCOc1cc(C(=O)OC)nc2c(C3CC3)cccc12.